This data is from Reaction yield outcomes from USPTO patents with 853,638 reactions. The task is: Predict the reaction yield, written as a fraction of the theoretical maximum amount of product (1.0 means a 100% yield; for example, 0.34 means a 34% yield). (1) The reactants are C=O.[NH:3]1[CH2:8][CH2:7][O:6][CH2:5][CH2:4]1.[CH2:9](O)C.[Cl:12][C:13]1[CH:32]=[CH:31][C:16]([CH2:17][NH:18][C:19]([C:21]2[C:22]([OH:30])=[C:23]3[CH:29]=[CH:28][S:27][C:24]3=[N:25][CH:26]=2)=[O:20])=[CH:15][CH:14]=1. The catalyst is C(O)(=O)C. The product is [Cl:12][C:13]1[CH:14]=[CH:15][C:16]([CH2:17][NH:18][C:19]([C:21]2[C:22]([OH:30])=[C:23]3[CH:29]=[C:28]([CH2:9][N:3]4[CH2:8][CH2:7][O:6][CH2:5][CH2:4]4)[S:27][C:24]3=[N:25][CH:26]=2)=[O:20])=[CH:31][CH:32]=1. The yield is 0.550. (2) The catalyst is ClCCl. The product is [F:41][C:42]([F:47])([F:46])[C:43]([OH:45])=[O:44].[Cl:19][C:15]1[C:14]([F:20])=[C:13]([CH:12]2[C:11]([C:23]3[CH:28]=[CH:27][C:26]([Cl:29])=[CH:25][C:24]=3[F:30])([C:21]#[N:22])[CH:10]([CH2:31][C:32]([CH3:40])([C:34]3[CH:39]=[CH:38][CH:37]=[CH:36][CH:35]=3)[CH3:33])[NH:9][CH:8]2[C:6]([OH:7])=[O:5])[CH:18]=[CH:17][CH:16]=1. The yield is 0.910. The reactants are C([O:5][C:6]([CH:8]1[CH:12]([C:13]2[CH:18]=[CH:17][CH:16]=[C:15]([Cl:19])[C:14]=2[F:20])[C:11]([C:23]2[CH:28]=[CH:27][C:26]([Cl:29])=[CH:25][C:24]=2[F:30])([C:21]#[N:22])[CH:10]([CH2:31][C:32]([CH3:40])([C:34]2[CH:39]=[CH:38][CH:37]=[CH:36][CH:35]=2)[CH3:33])[NH:9]1)=[O:7])(C)(C)C.[F:41][C:42]([F:47])([F:46])[C:43]([OH:45])=[O:44]. (3) The reactants are [CH:1]([N:4]1[C:8]([C:9]2[N:18]=[C:17]3[N:11]([CH2:12][CH2:13][O:14][C:15]4[CH:22]=[C:21]([O:23][C@@H:24]([CH3:28])[C:25]([OH:27])=O)[N:20]=[CH:19][C:16]=43)[CH:10]=2)=[N:7][CH:6]=[N:5]1)([CH3:3])[CH3:2].C[N:30](C(ON1N=NC2C=CC=NC1=2)=[N+](C)C)C.F[P-](F)(F)(F)(F)F.[Cl-].[NH4+].C(N(CC)CC)C. The catalyst is CN(C=O)C. The product is [CH:1]([N:4]1[C:8]([C:9]2[N:18]=[C:17]3[C:16]4[CH:19]=[N:20][C:21]([O:23][C@@H:24]([CH3:28])[C:25]([NH2:30])=[O:27])=[CH:22][C:15]=4[O:14][CH2:13][CH2:12][N:11]3[CH:10]=2)=[N:7][CH:6]=[N:5]1)([CH3:3])[CH3:2]. The yield is 0.580. (4) The reactants are [NH2:1][CH:2]([C:6]([CH3:9])([CH3:8])[CH3:7])[C:3]([OH:5])=[O:4].O.[O:11]1[CH2:15][CH2:14][CH:13]([O:16][C:17](=O)[O:18]C2C=CC([N+]([O-])=O)=CC=2)[CH2:12]1.CCN(C(C)C)C(C)C. The catalyst is CC#N.CO. The product is [CH3:7][C:6]([CH3:9])([CH3:8])[CH:2]([NH:1][C:17]([O:16][CH:13]1[CH2:14][CH2:15][O:11][CH2:12]1)=[O:18])[C:3]([OH:5])=[O:4]. The yield is 0.650. (5) No catalyst specified. The product is [Cl:18][C:19]1[CH:20]=[C:21]([NH:25][C:26]([CH:2]2[CH2:3][NH:4][CH2:5][CH2:6][N:1]2[C:7]2[C:8]3[N:16]=[C:15]([Cl:17])[CH:14]=[CH:13][C:9]=3[N:10]=[CH:11][N:12]=2)=[O:27])[CH:22]=[CH:23][CH:24]=1. The reactants are [N:1]1([C:7]2[C:8]3[N:16]=[C:15]([Cl:17])[CH:14]=[CH:13][C:9]=3[N:10]=[CH:11][N:12]=2)[CH2:6][CH2:5][NH:4][CH2:3][CH2:2]1.[Cl:18][C:19]1[CH:20]=[C:21]([N:25]=[C:26]=[O:27])[CH:22]=[CH:23][CH:24]=1. The yield is 0.990.